This data is from Full USPTO retrosynthesis dataset with 1.9M reactions from patents (1976-2016). The task is: Predict the reactants needed to synthesize the given product. (1) Given the product [CH3:33][O:32][C:11]1[CH:12]=[C:13]2[C:18](=[CH:19][C:10]=1[O:9][CH2:8][CH2:7][N:40]1[CH2:45][CH2:44][CH:43]([OH:46])[CH2:42][CH2:41]1)[N:17]=[CH:16][CH:15]=[C:14]2[O:20][C:21]1[C:22]([CH3:31])=[N:23][C:24]2[C:29]([CH:30]=1)=[CH:28][CH:27]=[CH:26][CH:25]=2, predict the reactants needed to synthesize it. The reactants are: CN(C)C=O.Cl[CH2:7][CH2:8][O:9][C:10]1[CH:19]=[C:18]2[C:13]([C:14]([O:20][C:21]3[C:22]([CH3:31])=[N:23][C:24]4[C:29]([CH:30]=3)=[CH:28][CH:27]=[CH:26][CH:25]=4)=[CH:15][CH:16]=[N:17]2)=[CH:12][C:11]=1[O:32][CH3:33].C(=O)([O-])[O-].[K+].[K+].[NH:40]1[CH2:45][CH2:44][CH:43]([OH:46])[CH2:42][CH2:41]1. (2) Given the product [Cl:1][C:2]1[CH:7]=[CH:6][C:5]([C@H:8]2[C@@H:12]([C:13]3[CH:14]=[CH:15][C:16]([Cl:19])=[CH:17][CH:18]=3)[N:11]([C:20]([N:45]3[CH2:44][CH2:43][N:42]([S:39]([CH2:37][CH3:38])(=[O:40])=[O:41])[CH2:47][CH2:46]3)=[O:21])[C:10]([C:23]3[CH:28]=[C:27]([C:29]([CH3:30])([CH3:31])[C:32]#[N:33])[CH:26]=[CH:25][C:24]=3[O:34][CH2:35][CH3:36])=[N:9]2)=[CH:4][CH:3]=1, predict the reactants needed to synthesize it. The reactants are: [Cl:1][C:2]1[CH:7]=[CH:6][C:5]([C@H:8]2[C@@H:12]([C:13]3[CH:18]=[CH:17][C:16]([Cl:19])=[CH:15][CH:14]=3)[N:11]([C:20](Cl)=[O:21])[C:10]([C:23]3[CH:28]=[C:27]([C:29]([C:32]#[N:33])([CH3:31])[CH3:30])[CH:26]=[CH:25][C:24]=3[O:34][CH2:35][CH3:36])=[N:9]2)=[CH:4][CH:3]=1.[CH2:37]([S:39]([N:42]1[CH2:47][CH2:46][NH:45][CH2:44][CH2:43]1)(=[O:41])=[O:40])[CH3:38]. (3) Given the product [CH:1]([N:4]1[C:8]([CH3:9])=[CH:7][C:6]([CH2:10][OH:11])=[N:5]1)([CH3:3])[CH3:2], predict the reactants needed to synthesize it. The reactants are: [CH:1]([N:4]1[C:8]([CH3:9])=[CH:7][C:6]([C:10](OCC)=[O:11])=[N:5]1)([CH3:3])[CH3:2].[H-].[H-].[H-].[H-].[Li+].[Al+3].